This data is from Full USPTO retrosynthesis dataset with 1.9M reactions from patents (1976-2016). The task is: Predict the reactants needed to synthesize the given product. Given the product [O:8]1[C:12]2[CH:13]=[CH:14][CH:15]=[CH:16][C:11]=2[C:10]([NH:17][C:18]([N:20]2[CH2:25][CH2:24][N:23]([C:33](=[O:40])[C:34]3[CH:39]=[CH:38][CH:37]=[CH:36][CH:35]=3)[CH2:22][CH2:21]2)=[O:19])=[N:9]1, predict the reactants needed to synthesize it. The reactants are: FC(F)(F)C(O)=O.[O:8]1[C:12]2[CH:13]=[CH:14][CH:15]=[CH:16][C:11]=2[C:10]([NH:17][C:18]([N:20]2[CH2:25][CH2:24][NH:23][CH2:22][CH2:21]2)=[O:19])=[N:9]1.C(N(CC)CC)C.[C:33](Cl)(=[O:40])[C:34]1[CH:39]=[CH:38][CH:37]=[CH:36][CH:35]=1.O.